This data is from Full USPTO retrosynthesis dataset with 1.9M reactions from patents (1976-2016). The task is: Predict the reactants needed to synthesize the given product. (1) Given the product [CH2:18]([S:22]([NH:1][C:2]1[C:3](=[O:17])[N:4]([CH2:9][C:10]([O:12][C:13]([CH3:16])([CH3:15])[CH3:14])=[O:11])[C:5]([CH3:8])=[CH:6][CH:7]=1)(=[O:24])=[O:23])[CH2:19][CH2:20][CH3:21], predict the reactants needed to synthesize it. The reactants are: [NH2:1][C:2]1[C:3](=[O:17])[N:4]([CH2:9][C:10]([O:12][C:13]([CH3:16])([CH3:15])[CH3:14])=[O:11])[C:5]([CH3:8])=[CH:6][CH:7]=1.[CH2:18]([S:22](Cl)(=[O:24])=[O:23])[CH2:19][CH2:20][CH3:21]. (2) Given the product [CH:32]1([C:35]([O:27][C:5]2[C:4]3[C:9](=[CH:10][CH:11]=[C:12]([O:13][C:14]4[CH:19]=[CH:18][C:17]([O:20][C:21]([F:23])([F:22])[F:24])=[CH:16][CH:15]=4)[C:3]=3[C:2]([F:28])([F:1])[F:29])[N:8]=[C:7]([CH3:25])[C:6]=2[CH3:26])=[O:36])[CH2:34][CH2:33]1, predict the reactants needed to synthesize it. The reactants are: [F:1][C:2]([F:29])([F:28])[C:3]1[C:12]([O:13][C:14]2[CH:19]=[CH:18][C:17]([O:20][C:21]([F:24])([F:23])[F:22])=[CH:16][CH:15]=2)=[CH:11][CH:10]=[C:9]2[C:4]=1[C:5]([OH:27])=[C:6]([CH3:26])[C:7]([CH3:25])=[N:8]2.[H-].[Na+].[CH:32]1([C:35](Cl)=[O:36])[CH2:34][CH2:33]1.O.